Dataset: Forward reaction prediction with 1.9M reactions from USPTO patents (1976-2016). Task: Predict the product of the given reaction. (1) Given the reactants [CH3:1][C:2]1[CH:7]=[CH:6][CH:5]=[CH:4][C:3]=1[N:8]1[CH2:13][CH2:12][NH:11][CH2:10][C:9]1=[O:14].C(N(C(C)C)C(C)C)C.[Cl:24][C:25]1[CH:33]=[C:32]([F:34])[CH:31]=[CH:30][C:26]=1[C:27](Cl)=[O:28].C(O)(=O)CC(CC(O)=O)(C(O)=O)O, predict the reaction product. The product is: [Cl:24][C:25]1[CH:33]=[C:32]([F:34])[CH:31]=[CH:30][C:26]=1[C:27]([N:11]1[CH2:12][CH2:13][N:8]([C:3]2[CH:4]=[CH:5][CH:6]=[CH:7][C:2]=2[CH3:1])[C:9](=[O:14])[CH2:10]1)=[O:28]. (2) Given the reactants N#N.[C:3]1([C:9]2[O:13][CH:12]=[N:11][C:10]=2[C:14]([OH:16])=O)[CH:8]=[CH:7][CH:6]=[CH:5][CH:4]=1.C1C=CC2N(O)N=NC=2C=1.C(Cl)CCl.CCN(C(C)C)C(C)C.[CH3:40][O:41][CH2:42][C:43]1[S:44][CH:45]=[C:46]([CH2:48][N:49]2[N:53]=[C:52]([NH2:54])[CH:51]=[N:50]2)[N:47]=1, predict the reaction product. The product is: [CH3:40][O:41][CH2:42][C:43]1[S:44][CH:45]=[C:46]([CH2:48][N:49]2[N:53]=[C:52]([NH:54][C:14]([C:10]3[N:11]=[CH:12][O:13][C:9]=3[C:3]3[CH:4]=[CH:5][CH:6]=[CH:7][CH:8]=3)=[O:16])[CH:51]=[N:50]2)[N:47]=1.